From a dataset of Reaction yield outcomes from USPTO patents with 853,638 reactions. Predict the reaction yield, written as a fraction of the theoretical maximum amount of product (1.0 means a 100% yield; for example, 0.34 means a 34% yield). (1) The reactants are [CH3:1][C:2]1([C:12]#[N:13])[C:11]2[C:6](=[CH:7][CH:8]=[CH:9][CH:10]=2)[CH2:5][CH2:4][CH2:3]1.C([O-])([O-])=[O:15].[K+].[K+].OO.O. The catalyst is CS(C)=O. The product is [CH3:1][C:2]1([C:12]([NH2:13])=[O:15])[C:11]2[C:6](=[CH:7][CH:8]=[CH:9][CH:10]=2)[CH2:5][CH2:4][CH2:3]1. The yield is 0.440. (2) The yield is 0.840. The catalyst is O. The product is [C:10]1([C:5]2([CH2:4][CH2:3][CH2:2][N:20]3[C:16](=[O:26])[C:17]4[C:18](=[CH:22][CH:23]=[CH:24][CH:25]=4)[C:19]3=[O:21])[O:9][CH2:8][CH2:7][O:6]2)[CH:15]=[CH:14][CH:13]=[CH:12][CH:11]=1. The reactants are Cl[CH2:2][CH2:3][CH2:4][C:5]1([C:10]2[CH:15]=[CH:14][CH:13]=[CH:12][CH:11]=2)[O:9][CH2:8][CH2:7][O:6]1.[C:16]1(=[O:26])[NH:20][C:19](=[O:21])[C:18]2=[CH:22][CH:23]=[CH:24][CH:25]=[C:17]12.[K].CN(C=O)C. (3) The reactants are [OH:1][C:2]12[C:13]3[C:8](=[C:9]([N+:14]([O-])=O)[CH:10]=[CH:11][CH:12]=3)[C:7](=[O:17])[C:6]1([NH:18][S:19]([CH3:22])(=[O:21])=[O:20])[C:5]1[CH:23]=[CH:24][C:25]([CH:27]([CH3:29])[CH3:28])=[CH:26][C:4]=1[O:3]2.C(O)C. The yield is 0.430. The product is [NH2:14][C:9]1[CH:10]=[CH:11][CH:12]=[C:13]2[C:8]=1[C:7](=[O:17])[C:6]1([NH:18][S:19]([CH3:22])(=[O:21])=[O:20])[C:5]3[CH:23]=[CH:24][C:25]([CH:27]([CH3:28])[CH3:29])=[CH:26][C:4]=3[O:3][C:2]12[OH:1]. The catalyst is Cl.[Fe].O. (4) The reactants are [NH2:1][C:2]1[C:11]2[C:6](=[CH:7][C:8]([CH2:12][N:13]3[CH2:18][CH:17]([CH3:19])[NH:16][C@@H:15]([CH3:20])[C:14]3=[O:21])=[CH:9][CH:10]=2)[N:5]=[CH:4][N:3]=1.C(=O)([O-])[O-].[K+].[K+].Br[CH2:29][C:30]1[S:34][C:33]2[CH:35]=[C:36]([Cl:39])[CH:37]=[CH:38][C:32]=2[CH:31]=1. The catalyst is CN(C=O)C. The product is [NH2:1][C:2]1[C:11]2[C:6](=[CH:7][C:8]([CH2:12][N:13]3[CH2:18][CH:17]([CH3:19])[N:16]([CH2:29][C:30]4[S:34][C:33]5[CH:35]=[C:36]([Cl:39])[CH:37]=[CH:38][C:32]=5[CH:31]=4)[C@@H:15]([CH3:20])[C:14]3=[O:21])=[CH:9][CH:10]=2)[N:5]=[CH:4][N:3]=1. The yield is 0.0600.